This data is from Full USPTO retrosynthesis dataset with 1.9M reactions from patents (1976-2016). The task is: Predict the reactants needed to synthesize the given product. (1) Given the product [CH3:26][N:27]([CH3:40])[CH2:28][CH2:29][NH:30][S:31]([C:34]1[S:35][C:36]([C:2]#[C:1][C:3]2[CH:4]=[N:5][N:6]3[C:11]([C:12]([F:14])([F:13])[F:15])=[CH:10][C:9]([C:16]4[CH:21]=[CH:20][C:19]([C:22]([F:25])([F:24])[F:23])=[CH:18][CH:17]=4)=[N:8][C:7]=23)=[CH:37][CH:38]=1)(=[O:33])=[O:32], predict the reactants needed to synthesize it. The reactants are: [C:1]([C:3]1[CH:4]=[N:5][N:6]2[C:11]([C:12]([F:15])([F:14])[F:13])=[CH:10][C:9]([C:16]3[CH:21]=[CH:20][C:19]([C:22]([F:25])([F:24])[F:23])=[CH:18][CH:17]=3)=[N:8][C:7]=12)#[CH:2].[CH3:26][N:27]([CH3:40])[CH2:28][CH2:29][NH:30][S:31]([C:34]1[S:35][C:36](Cl)=[CH:37][CH:38]=1)(=[O:33])=[O:32]. (2) Given the product [CH2:1]([N:8]([CH2:18][CH2:19][O:20][Si:21]([C:24]([CH3:27])([CH3:26])[CH3:25])([CH3:22])[CH3:23])[C:9](=[O:17])[C:10]1[CH:15]=[CH:14][N+:13]([O-:36])=[CH:12][C:11]=1[F:16])[C:2]1[CH:3]=[CH:4][CH:5]=[CH:6][CH:7]=1, predict the reactants needed to synthesize it. The reactants are: [CH2:1]([N:8]([CH2:18][CH2:19][O:20][Si:21]([C:24]([CH3:27])([CH3:26])[CH3:25])([CH3:23])[CH3:22])[C:9](=[O:17])[C:10]1[CH:15]=[CH:14][N:13]=[CH:12][C:11]=1[F:16])[C:2]1[CH:7]=[CH:6][CH:5]=[CH:4][CH:3]=1.ClC1C=CC=C(C(OO)=[O:36])C=1.S([O-])([O-])(=O)=S.[Na+].[Na+]. (3) Given the product [O:13]1[CH2:14][CH2:15][N:10]([C:6]2[CH:5]=[C:4]([NH2:1])[CH:9]=[CH:8][N:7]=2)[CH2:11][CH2:12]1, predict the reactants needed to synthesize it. The reactants are: [N+:1]([C:4]1[CH:9]=[CH:8][N:7]=[C:6]([N:10]2[CH2:15][CH2:14][O:13][CH2:12][CH2:11]2)[CH:5]=1)([O-])=O.